From a dataset of Catalyst prediction with 721,799 reactions and 888 catalyst types from USPTO. Predict which catalyst facilitates the given reaction. (1) Reactant: C1C=C(Cl)C=C(C(OO)=[O:9])C=1.[Br:12][C:13]1[CH:18]=[CH:17][CH:16]=[C:15]([Br:19])[C:14]=1[C:20]1[NH:21][C:22]2[C:23]([N:36]=1)=[C:24]1[C:29](=[C:30]3[CH:35]=[CH:34][CH:33]=[CH:32][C:31]=23)[N:28]=[CH:27][CH:26]=[CH:25]1. Product: [Br:19][C:15]1[CH:16]=[CH:17][CH:18]=[C:13]([Br:12])[C:14]=1[C:20]1[NH:21][C:22]2[C:23]([N:36]=1)=[C:24]1[C:29](=[C:30]3[CH:35]=[CH:34][CH:33]=[CH:32][C:31]=23)[N+:28]([O-:9])=[CH:27][CH:26]=[CH:25]1. The catalyst class is: 2. (2) Reactant: Cl.Cl.Cl.[NH:4]1[CH2:9][CH2:8][CH:7]([N:10]2[CH2:13][C:12]([CH2:36][C:37]#[N:38])([N:14]3[CH:18]=[C:17]([C:19]4[C:20]5[CH:27]=[CH:26][N:25]([CH2:28][O:29][CH2:30][CH2:31][Si:32]([CH3:35])([CH3:34])[CH3:33])[C:21]=5[N:22]=[CH:23][N:24]=4)[CH:16]=[N:15]3)[CH2:11]2)[CH2:6][CH2:5]1.C(N(CC)CC)C.[CH3:46][N:47]([CH3:59])[C:48]1[C:53]([C:54]#[N:55])=[C:52]([F:56])[C:51]([CH:57]=O)=[CH:50][CH:49]=1.C(O[BH-](OC(=O)C)OC(=O)C)(=O)C.[Na+].C([O-])(O)=O.[Na+]. The catalyst class is: 49. Product: [C:37]([CH2:36][C:12]1([N:14]2[CH:18]=[C:17]([C:19]3[C:20]4[CH:27]=[CH:26][N:25]([CH2:28][O:29][CH2:30][CH2:31][Si:32]([CH3:34])([CH3:33])[CH3:35])[C:21]=4[N:22]=[CH:23][N:24]=3)[CH:16]=[N:15]2)[CH2:11][N:10]([CH:7]2[CH2:8][CH2:9][N:4]([CH2:57][C:51]3[C:52]([F:56])=[C:53]([C:48]([N:47]([CH3:59])[CH3:46])=[CH:49][CH:50]=3)[C:54]#[N:55])[CH2:5][CH2:6]2)[CH2:13]1)#[N:38]. (3) Reactant: [F:1][C:2]1[CH:3]=[C:4]([CH2:9][C@H:10]([NH:14][C:15](=[O:21])[O:16][C:17]([CH3:20])([CH3:19])[CH3:18])[C@H:11]2[CH2:13][O:12]2)[CH:5]=[C:6]([F:8])[CH:7]=1.[CH3:22][C:23]([CH3:43])([CH3:42])[CH2:24][C:25]1[CH:34]=[C:33]2[C:28]([CH2:29][CH2:30][CH:31]([N:36]3[CH2:41][CH2:40][CH2:39][CH2:38][CH2:37]3)[CH:32]2[NH2:35])=[CH:27][CH:26]=1. Product: [C:17]([O:16][C:15](=[O:21])[NH:14][CH:10]([CH2:9][C:4]1[CH:3]=[C:2]([F:1])[CH:7]=[C:6]([F:8])[CH:5]=1)[CH:11]([OH:12])[CH2:13][NH:35][CH:32]1[C:33]2[C:28](=[CH:27][CH:26]=[C:25]([CH2:24][C:23]([CH3:43])([CH3:22])[CH3:42])[CH:34]=2)[CH2:29][CH2:30][CH:31]1[N:36]1[CH2:37][CH2:38][CH2:39][CH2:40][CH2:41]1)([CH3:20])([CH3:19])[CH3:18]. The catalyst class is: 32. (4) Reactant: [S:1]1[C:5]2[CH:6]=[CH:7][CH:8]=[CH:9][C:4]=2[C:3]([N:10]2[CH2:15][CH2:14][N:13]([CH2:16][CH2:17][C:18]3[CH:19]=[CH:20][CH:21]=[C:22]4[C:27]=3[NH:26][C:25](=O)[CH2:24][C:23]4([CH3:30])[CH3:29])[CH2:12][CH2:11]2)=[N:2]1. Product: [S:1]1[C:5]2[CH:6]=[CH:7][CH:8]=[CH:9][C:4]=2[C:3]([N:10]2[CH2:15][CH2:14][N:13]([CH2:16][CH2:17][C:18]3[CH:19]=[CH:20][CH:21]=[C:22]4[C:27]=3[NH:26][CH2:25][CH2:24][C:23]4([CH3:30])[CH3:29])[CH2:12][CH2:11]2)=[N:2]1. The catalyst class is: 11.